From a dataset of Catalyst prediction with 721,799 reactions and 888 catalyst types from USPTO. Predict which catalyst facilitates the given reaction. (1) Reactant: Cl.[CH3:2][C:3]1[CH:8]=[CH:7][C:6]([CH3:9])=[CH:5][C:4]=1[NH:10][NH2:11].C(N(CC)CC)C.C(O)(C(F)(F)F)=O.[F:26][C:27]([F:45])([F:44])[C:28](=O)[CH2:29][C:30]([C:32]1[CH:42]=[CH:41][C:35]2[O:36][CH2:37][C:38](=[O:40])[NH:39][C:34]=2[CH:33]=1)=O. Product: [CH3:2][C:3]1[CH:8]=[CH:7][C:6]([CH3:9])=[CH:5][C:4]=1[N:10]1[C:30]([C:32]2[CH:42]=[CH:41][C:35]3[O:36][CH2:37][C:38](=[O:40])[NH:39][C:34]=3[CH:33]=2)=[CH:29][C:28]([C:27]([F:45])([F:44])[F:26])=[N:11]1. The catalyst class is: 41. (2) Reactant: [N:1]([CH2:4][CH2:5][CH2:6][CH2:7][C:8]1[CH:13]=[CH:12][CH:11]=[CH:10][CH:9]=1)=[C:2]=[O:3].[NH2:14][CH2:15][CH2:16][CH2:17][CH2:18][CH2:19][C:20]([CH3:29])([C:23]1[CH:28]=[CH:27][CH:26]=[CH:25][CH:24]=1)[CH2:21][OH:22]. Product: [OH:22][CH2:21][C:20]([CH3:29])([C:23]1[CH:24]=[CH:25][CH:26]=[CH:27][CH:28]=1)[CH2:19][CH2:18][CH2:17][CH2:16][CH2:15][NH:14][C:2]([NH:1][CH2:4][CH2:5][CH2:6][CH2:7][C:8]1[CH:9]=[CH:10][CH:11]=[CH:12][CH:13]=1)=[O:3]. The catalyst class is: 2. (3) Reactant: [CH3:1][NH2:2].[Br:3][C:4]1[C:5]([F:14])=[C:6]([CH:10]=[CH:11][C:12]=1[F:13])[C:7](O)=[O:8].C(Cl)CCl. Product: [Br:3][C:4]1[C:5]([F:14])=[C:6]([CH:10]=[CH:11][C:12]=1[F:13])[C:7]([NH:2][CH3:1])=[O:8]. The catalyst class is: 173. (4) Reactant: [CH3:1][C:2]1([CH3:14])[C:6]([CH3:8])([CH3:7])[O:5][B:4]([C:9]2[CH:10]=[N:11][NH:12][CH:13]=2)[O:3]1.CS(O[CH:20]1[CH2:25][CH2:24][O:23][CH2:22][CH2:21]1)(=O)=O. Product: [O:23]1[CH2:24][CH2:25][CH:20]([N:12]2[CH:13]=[C:9]([B:4]3[O:5][C:6]([CH3:7])([CH3:8])[C:2]([CH3:14])([CH3:1])[O:3]3)[CH:10]=[N:11]2)[CH2:21][CH2:22]1. The catalyst class is: 10. (5) Reactant: [C:1]([O:5][C:6]([N:8]1[C@@H:12]([CH2:13][C:14]([CH3:20])([CH3:19])[CH2:15][C:16](O)=[O:17])[CH2:11][O:10][C:9]1([CH3:22])[CH3:21])=[O:7])([CH3:4])([CH3:3])[CH3:2].O=C1N(P(Cl)(N2CCOC2=O)=O)CCO1.[CH3:38][O:39][C:40](=[O:52])[NH:41][CH:42]1[CH2:51][C:50]2[C:45](=[CH:46][CH:47]=[CH:48][CH:49]=2)[NH:44][CH2:43]1.[OH-].[Na+]. Product: [C:1]([O:5][C:6]([N:8]1[C@@H:12]([CH2:13][C:14]([CH3:20])([CH3:19])[CH2:15][C:16]([N:44]2[C:45]3[C:50](=[CH:49][CH:48]=[CH:47][CH:46]=3)[CH2:51][CH:42]([NH:41][C:40]([O:39][CH3:38])=[O:52])[CH2:43]2)=[O:17])[CH2:11][O:10][C:9]1([CH3:22])[CH3:21])=[O:7])([CH3:4])([CH3:3])[CH3:2]. The catalyst class is: 347.